From a dataset of Full USPTO retrosynthesis dataset with 1.9M reactions from patents (1976-2016). Predict the reactants needed to synthesize the given product. (1) Given the product [NH2:21][C:18]1[N:19]=[CH:20][C:15]([C:12]2[N:13]=[CH:14][C:9]([C:24]3[CH:29]=[CH:28][CH:27]=[CH:26][C:25]=3[S:30]([N:33]3[CH2:38][CH2:37][NH:36][C:35](=[O:39])[CH2:34]3)(=[O:32])=[O:31])=[CH:10][CH:11]=2)=[CH:16][N:17]=1, predict the reactants needed to synthesize it. The reactants are: CC1(C)C(C)(C)OB([C:9]2[CH:10]=[CH:11][C:12]([C:15]3[CH:16]=[N:17][C:18]([NH2:21])=[N:19][CH:20]=3)=[N:13][CH:14]=2)O1.Br[C:24]1[CH:29]=[CH:28][CH:27]=[CH:26][C:25]=1[S:30]([N:33]1[CH2:38][CH2:37][NH:36][C:35](=[O:39])[CH2:34]1)(=[O:32])=[O:31]. (2) The reactants are: [CH2:1]([C:3]1[C:11]2[C:6](=[CH:7][CH:8]=[CH:9][C:10]=2[NH:12][C:13]([C:15]2[N:19]3[CH:20]=[CH:21][C:22]([O:24][C@@H:25]4[C@@H:29]([OH:30])[CH2:28][NH:27][CH2:26]4)=[CH:23][C:18]3=[N:17][CH:16]=2)=[O:14])[N:5]([CH2:31][C:32]2[CH:37]=[CH:36][CH:35]=[C:34]([CH3:38])[N:33]=2)[N:4]=1)[CH3:2].[BH-](OC(C)=O)(OC(C)=O)[O:40][C:41](C)=O.[Na+].C=O.CO.[CH2:57]([Cl:59])[Cl:58]. Given the product [CH2:57]([Cl:59])[Cl:58].[CH3:13][OH:14].[NH4+:4].[OH-:40].[CH2:1]([C:3]1[C:11]2[C:6](=[CH:7][CH:8]=[CH:9][C:10]=2[NH:12][C:13]([C:15]2[N:19]3[CH:20]=[CH:21][C:22]([O:24][C@@H:25]4[C@@H:29]([OH:30])[CH2:28][N:27]([CH3:41])[CH2:26]4)=[CH:23][C:18]3=[N:17][CH:16]=2)=[O:14])[N:5]([CH2:31][C:32]2[CH:37]=[CH:36][CH:35]=[C:34]([CH3:38])[N:33]=2)[N:4]=1)[CH3:2], predict the reactants needed to synthesize it. (3) Given the product [CH2:1]([O:3][C:4]([C:6]1[CH:7]=[N+:8]([O-:20])[CH:9]=[CH:10][CH:11]=1)=[O:5])[CH3:2], predict the reactants needed to synthesize it. The reactants are: [CH2:1]([O:3][C:4]([C:6]1[CH:7]=[N:8][CH:9]=[CH:10][CH:11]=1)=[O:5])[CH3:2].C1C=C(Cl)C=C(C(OO)=[O:20])C=1.C([O-])(O)=O.[Na+]. (4) Given the product [CH:1]1([NH:4][C:5]2[C:10]([C:11]([NH2:13])=[O:12])=[CH:9][N:8]=[C:7]([NH:14][C:15]3[CH:20]=[CH:19][C:18]([CH:21]4[CH2:26][CH2:25][N:24]([CH2:42][CH:43]([F:45])[F:44])[CH2:23][CH2:22]4)=[CH:17][CH:16]=3)[N:6]=2)[CH2:3][CH2:2]1, predict the reactants needed to synthesize it. The reactants are: [CH:1]1([NH:4][C:5]2[C:10]([C:11]([NH2:13])=[O:12])=[CH:9][N:8]=[C:7]([NH:14][C:15]3[CH:20]=[CH:19][C:18]([CH:21]4[CH2:26][CH2:25][NH:24][CH2:23][CH2:22]4)=[CH:17][CH:16]=3)[N:6]=2)[CH2:3][CH2:2]1.CCN(C(C)C)C(C)C.FC(F)(F)S(O[CH2:42][CH:43]([F:45])[F:44])(=O)=O. (5) Given the product [C:1]([O:5][C:6](=[O:22])[NH:7][CH:8]([C:15]1[CH:16]=[CH:17][C:18]([Cl:21])=[CH:19][CH:20]=1)[C:9](=[O:14])[C:24]1[CH:25]=[CH:26][C:27]([O:30][CH:31]([CH3:36])[C:32]([F:33])([F:34])[F:35])=[CH:28][CH:29]=1)([CH3:2])([CH3:3])[CH3:4], predict the reactants needed to synthesize it. The reactants are: [C:1]([O:5][C:6](=[O:22])[NH:7][CH:8]([C:15]1[CH:20]=[CH:19][C:18]([Cl:21])=[CH:17][CH:16]=1)[C:9](=[O:14])N(OC)C)([CH3:4])([CH3:3])[CH3:2].Br[C:24]1[CH:29]=[CH:28][C:27]([O:30][CH:31]([CH3:36])[C:32]([F:35])([F:34])[F:33])=[CH:26][CH:25]=1. (6) Given the product [N+:13]([C:10]1[CH:11]=[CH:12][C:7]([O:6][CH2:5][C:4]([OH:21])=[O:3])=[C:8]([N:16]2[CH:20]=[CH:19][CH:18]=[CH:17]2)[CH:9]=1)([O-:15])=[O:14], predict the reactants needed to synthesize it. The reactants are: C([O:3][C:4](=[O:21])[CH2:5][O:6][C:7]1[CH:12]=[CH:11][C:10]([N+:13]([O-:15])=[O:14])=[CH:9][C:8]=1[N:16]1[CH:20]=[CH:19][CH:18]=[CH:17]1)C.C1COCC1.[OH-].[Na+]. (7) Given the product [C:28]([C:25]1[CH:26]=[CH:27][C:22]([CH:19]2[CH2:20][CH2:21][N:16]([C:14]([C:12]3[CH:11]=[CH:10][C:9]([CH3:30])=[C:8]([NH:7][S:4]([CH2:3][CH2:2][NH:1][C:31](=[O:38])[C:32]4[CH:37]=[CH:36][CH:35]=[CH:34][CH:33]=4)(=[O:5])=[O:6])[CH:13]=3)=[O:15])[CH2:17][CH2:18]2)=[CH:23][CH:24]=1)#[N:29], predict the reactants needed to synthesize it. The reactants are: [NH2:1][CH2:2][CH2:3][S:4]([NH:7][C:8]1[CH:13]=[C:12]([C:14]([N:16]2[CH2:21][CH2:20][CH:19]([C:22]3[CH:27]=[CH:26][C:25]([C:28]#[N:29])=[CH:24][CH:23]=3)[CH2:18][CH2:17]2)=[O:15])[CH:11]=[CH:10][C:9]=1[CH3:30])(=[O:6])=[O:5].[C:31](Cl)(=[O:38])[C:32]1[CH:37]=[CH:36][CH:35]=[CH:34][CH:33]=1. (8) Given the product [Cl:1][C:2]1[CH:7]=[CH:6][C:5]([C:8]2[CH:14]=[CH:13][C:11]([NH:12][S:24]([C:21]3[CH:22]=[CH:23][C:18]([CH3:28])=[CH:19][CH:20]=3)(=[O:26])=[O:25])=[C:10]([NH:15][S:24]([C:21]3[CH:22]=[CH:23][C:18]([CH3:28])=[CH:19][CH:20]=3)(=[O:26])=[O:25])[CH:9]=2)=[CH:4][CH:3]=1, predict the reactants needed to synthesize it. The reactants are: [Cl:1][C:2]1[CH:7]=[CH:6][C:5]([C:8]2[CH:14]=[CH:13][C:11]([NH2:12])=[C:10]([N+:15]([O-])=O)[CH:9]=2)=[CH:4][CH:3]=1.[C:18]1([CH3:28])[CH:23]=[CH:22][C:21]([S:24](Cl)(=[O:26])=[O:25])=[CH:20][CH:19]=1.Cl. (9) The reactants are: [CH:1]1([CH2:7][CH2:8][CH2:9][C@@H:10]([C:16]2[O:20][N:19]=[C:18]([CH:21]3[CH2:24][N:23]([S:25]([CH3:28])(=[O:27])=[O:26])[CH2:22]3)[N:17]=2)[CH2:11][C:12]([O:14]C)=[O:13])[CH2:6][CH2:5][CH2:4][CH2:3][CH2:2]1.O[Li].O.Cl. Given the product [CH:1]1([CH2:7][CH2:8][CH2:9][C@@H:10]([C:16]2[O:20][N:19]=[C:18]([CH:21]3[CH2:22][N:23]([S:25]([CH3:28])(=[O:26])=[O:27])[CH2:24]3)[N:17]=2)[CH2:11][C:12]([OH:14])=[O:13])[CH2:6][CH2:5][CH2:4][CH2:3][CH2:2]1, predict the reactants needed to synthesize it. (10) Given the product [Br:7][C:8]1[CH:9]=[C:10]([CH:16]=[CH:17][C:18]=1[O:19][CH:20]=[CH2:21])[C:11]([O:13][CH2:14][CH3:15])=[O:12], predict the reactants needed to synthesize it. The reactants are: C(=O)([O-])[O-].[Na+].[Na+].[Br:7][C:8]1[CH:9]=[C:10]([CH:16]=[CH:17][C:18]=1[OH:19])[C:11]([O:13][CH2:14][CH3:15])=[O:12].[C:20](OC=C)(=O)[CH3:21].